From a dataset of Forward reaction prediction with 1.9M reactions from USPTO patents (1976-2016). Predict the product of the given reaction. (1) Given the reactants Cl[C:2]1[N:7]=[C:6]([N:8]2[CH2:12][CH2:11][C@:10]([CH2:15][CH3:16])([C:13]#[N:14])[C:9]2=[O:17])[CH:5]=[CH:4][N:3]=1.[NH2:18][C:19]1[CH:20]=[CH:21][C:22]([C:25]([NH2:27])=[O:26])=[N:23][CH:24]=1.C(=O)([O-])[O-].[Cs+].[Cs+].C1(P(C2C=CC=CC=2)C2C=CC3C(=CC=CC=3)C=2C2C3C(=CC=CC=3)C=CC=2P(C2C=CC=CC=2)C2C=CC=CC=2)C=CC=CC=1, predict the reaction product. The product is: [C:13]([C@@:10]1([CH2:15][CH3:16])[CH2:11][CH2:12][N:8]([C:6]2[CH:5]=[CH:4][N:3]=[C:2]([NH:18][C:19]3[CH:20]=[CH:21][C:22]([C:25]([NH2:27])=[O:26])=[N:23][CH:24]=3)[N:7]=2)[C:9]1=[O:17])#[N:14]. (2) The product is: [I:9][C:6]1[C:7]2[O:8][C:10]([C:12]3[CH:13]=[C:14]([NH:18][C:19](=[O:21])[CH3:20])[CH:15]=[N:16][CH:17]=3)=[CH:11][C:2]=2[CH:3]=[N:4][CH:5]=1. Given the reactants I[C:2]1[CH:3]=[N:4][CH:5]=[C:6]([I:9])[C:7]=1[OH:8].[C:10]([C:12]1[CH:13]=[C:14]([NH:18][C:19](=[O:21])[CH3:20])[CH:15]=[N:16][CH:17]=1)#[CH:11], predict the reaction product.